From a dataset of Reaction yield outcomes from USPTO patents with 853,638 reactions. Predict the reaction yield, written as a fraction of the theoretical maximum amount of product (1.0 means a 100% yield; for example, 0.34 means a 34% yield). (1) The reactants are [Cl-].[Al+3].[Cl-].[Cl-].[Br:5][C:6]1[CH:11]=[C:10]([O:12]CC2C=CC=CC=2)[CH:9]=[C:8]([Br:20])[CH:7]=1.CN(C)C1C=CC=CC=1. The catalyst is C(Cl)Cl. The product is [Br:5][C:6]1[CH:11]=[C:10]([OH:12])[CH:9]=[C:8]([Br:20])[CH:7]=1. The yield is 0.820. (2) The reactants are [C:1]([O:4]O)(=O)[CH3:2].C1(C)[CH2:11][CH2:10][CH:9]([CH:12]([CH3:14])[CH3:13])[CH2:8][CH:7]=1.C(=O)([O-])[O-].[Na+].[Na+].O. The catalyst is C1(C)C=CC=CC=1. The product is [CH:12]([C@@H:9]1[CH2:10][CH2:11][C:1]2([CH3:2])[CH:7]([O:4]2)[CH2:8]1)([CH3:14])[CH3:13]. The yield is 0.830. (3) The reactants are [CH2:1]([N:8]1[C:16]2[C:11](=[CH:12][C:13]([CH3:19])=[C:14]([O:17]C)[CH:15]=2)[C:10]([CH3:21])([CH3:20])[C:9]1=[O:22])[C:2]1[CH:7]=[CH:6][CH:5]=[CH:4][CH:3]=1.B(Br)(Br)Br. The catalyst is ClCCl. The product is [CH2:1]([N:8]1[C:16]2[C:11](=[CH:12][C:13]([CH3:19])=[C:14]([OH:17])[CH:15]=2)[C:10]([CH3:20])([CH3:21])[C:9]1=[O:22])[C:2]1[CH:7]=[CH:6][CH:5]=[CH:4][CH:3]=1. The yield is 0.930.